This data is from Catalyst prediction with 721,799 reactions and 888 catalyst types from USPTO. The task is: Predict which catalyst facilitates the given reaction. (1) Reactant: C([O:8][C:9]1[CH:10]=[C:11]([CH:27]=[C:28]([O:30][C@@H:31]([CH3:35])[CH2:32][O:33][CH3:34])[CH:29]=1)[C:12]([NH:14][C:15]1[CH:19]=[CH:18][N:17]([C:20]([O:22][C:23]([CH3:26])([CH3:25])[CH3:24])=[O:21])[N:16]=1)=[O:13])C1C=CC=CC=1. Product: [OH:8][C:9]1[CH:10]=[C:11]([CH:27]=[C:28]([O:30][C@@H:31]([CH3:35])[CH2:32][O:33][CH3:34])[CH:29]=1)[C:12]([NH:14][C:15]1[CH:19]=[CH:18][N:17]([C:20]([O:22][C:23]([CH3:26])([CH3:25])[CH3:24])=[O:21])[N:16]=1)=[O:13]. The catalyst class is: 219. (2) Product: [CH2:16]([O:15][C:7](=[O:14])[CH:8]([C:19]1[C:20](=[O:36])[N:21]([C:25]2[C:30]([CH3:31])=[CH:29][C:28]([N+:32]([O-:34])=[O:33])=[CH:27][C:26]=2[CH3:35])[CH:22]=[CH:23][CH:24]=1)[C:9]([O:11][CH2:12][CH3:13])=[O:10])[CH3:17]. Reactant: CC([O-])(C)C.[K+].[C:7]([O:15][CH2:16][CH3:17])(=[O:14])[CH2:8][C:9]([O:11][CH2:12][CH3:13])=[O:10].Br[C:19]1[C:20](=[O:36])[N:21]([C:25]2[C:30]([CH3:31])=[CH:29][C:28]([N+:32]([O-:34])=[O:33])=[CH:27][C:26]=2[CH3:35])[CH:22]=[CH:23][CH:24]=1. The catalyst class is: 12. (3) Reactant: [CH2:1]([O:3][C:4]([CH2:6][N:7]([C:9](=[NH:11])[NH2:10])[CH3:8])=[O:5])[CH3:2].[C:12]([OH:17])(=[O:16])[C:13]([CH3:15])=[O:14]. Product: [C:12]([OH:17])(=[O:16])[C:13]([CH3:15])=[O:14].[CH2:1]([O:3][C:4]([CH2:6][N:7]([C:9](=[NH:10])[NH2:11])[CH3:8])=[O:5])[CH3:2]. The catalyst class is: 6.